Dataset: Full USPTO retrosynthesis dataset with 1.9M reactions from patents (1976-2016). Task: Predict the reactants needed to synthesize the given product. (1) Given the product [ClH:1].[ClH:1].[NH2:15][CH2:14][C:11]1[CH:10]=[CH:9][C:8]([N:7]2[C:3](=[O:2])[C:4]([C:16]3[CH:17]=[N:18][CH:19]=[CH:20][CH:21]=3)=[CH:5][NH:6]2)=[N:13][CH:12]=1, predict the reactants needed to synthesize it. The reactants are: [ClH:1].[O:2]=[C:3]1[N:7]([C:8]2[N:13]=[CH:12][C:11]([C:14]#[N:15])=[CH:10][CH:9]=2)[NH:6][CH:5]=[C:4]1[C:16]1[CH:17]=[N:18][CH:19]=[CH:20][CH:21]=1.Cl.O. (2) The reactants are: [CH3:1][C:2]1[CH:3]=[C:4]2[C:8](=[CH:9][CH:10]=1)[NH:7][C:6]1[CH2:11][CH:12]3[NH:17][CH:16]([C:5]2=1)[CH2:15][CH2:14][CH2:13]3.[C:18]([C:20]1[CH:25]=[CH:24][CH:23]=[C:22]([C:26]([F:29])([F:28])[F:27])[CH:21]=1)#[CH:19]. Given the product [CH3:1][C:2]1[CH:3]=[C:4]2[C:8](=[CH:9][CH:10]=1)[N:7](/[CH:19]=[CH:18]/[C:20]1[CH:25]=[CH:24][CH:23]=[C:22]([C:26]([F:27])([F:28])[F:29])[CH:21]=1)[C:6]1[CH2:11][CH:12]3[NH:17][CH:16]([C:5]2=1)[CH2:15][CH2:14][CH2:13]3, predict the reactants needed to synthesize it. (3) Given the product [OH:8][N:9]([CH2:12][C@H:13]([C:14]([N:33]1[CH2:34][CH2:35][CH2:36][C@H:32]1[C:30]1[NH:31][C:27]([C:21]2[CH:22]=[CH:23][CH:24]=[CH:25][CH:26]=2)=[CH:28][N:29]=1)=[O:15])[CH2:17][CH2:18][CH2:19][CH3:20])[CH:10]=[O:11], predict the reactants needed to synthesize it. The reactants are: C([O:8][N:9]([CH2:12][C@@H:13]([CH2:17][CH2:18][CH2:19][CH3:20])[C:14](O)=[O:15])[CH:10]=[O:11])C1C=CC=CC=1.[C:21]1([C:27]2[NH:31][C:30]([C@@H:32]3[CH2:36][CH2:35][CH2:34][NH:33]3)=[N:29][CH:28]=2)[CH:26]=[CH:25][CH:24]=[CH:23][CH:22]=1. (4) Given the product [F:25][C:3]1[C:2]([C:35]#[C:34][C@@:32]([OH:36])([C:29]2[N:28]=[C:27]([CH3:26])[O:31][N:30]=2)[CH3:33])=[CH:24][C:6]2[C:7]3[N:8]([C:12]([CH2:18][N:19]4[CH2:23][CH2:22][CH2:21][CH2:20]4)=[C:13]([C:15]([NH2:17])=[O:16])[N:14]=3)[CH2:9][CH2:10][O:11][C:5]=2[CH:4]=1, predict the reactants needed to synthesize it. The reactants are: Br[C:2]1[C:3]([F:25])=[CH:4][C:5]2[O:11][CH2:10][CH2:9][N:8]3[C:12]([CH2:18][N:19]4[CH2:23][CH2:22][CH2:21][CH2:20]4)=[C:13]([C:15]([NH2:17])=[O:16])[N:14]=[C:7]3[C:6]=2[CH:24]=1.[CH3:26][C:27]1[O:31][N:30]=[C:29]([C@:32]([OH:36])([C:34]#[CH:35])[CH3:33])[N:28]=1. (5) Given the product [CH3:13][O:14][C:15]([C:17]12[CH2:26][CH:21]3[CH2:22][CH:23]([CH2:25][CH:19]([CH:20]3[NH:27][C:7](=[O:9])[C:6]3[CH:10]=[CH:11][CH:12]=[C:4]([N+:1]([O-:3])=[O:2])[CH:5]=3)[CH2:18]1)[CH2:24]2)=[O:16], predict the reactants needed to synthesize it. The reactants are: [N+:1]([C:4]1[CH:5]=[C:6]([CH:10]=[CH:11][CH:12]=1)[C:7]([OH:9])=O)([O-:3])=[O:2].[CH3:13][O:14][C:15]([C:17]12[CH2:26][CH:21]3[CH2:22][CH:23]([CH2:25][CH:19]([CH:20]3[NH2:27])[CH2:18]1)[CH2:24]2)=[O:16].C(Cl)CCl.C1C=CC2N(O)N=NC=2C=1. (6) Given the product [O:34]1[C:30]2[CH:29]=[CH:28][CH:27]=[C:26]([NH:25][C:2]3[C:11]4[C:6](=[CH:7][C:8]([O:14][CH2:15][CH2:16][CH2:17][N:18]5[CH2:23][CH2:22][N:21]([CH3:24])[CH2:20][CH2:19]5)=[C:9]([O:12][CH3:13])[CH:10]=4)[N:5]=[CH:4][N:3]=3)[C:31]=2[CH:32]=[CH:33]1, predict the reactants needed to synthesize it. The reactants are: Cl[C:2]1[C:11]2[C:6](=[CH:7][C:8]([O:14][CH2:15][CH2:16][CH2:17][N:18]3[CH2:23][CH2:22][N:21]([CH3:24])[CH2:20][CH2:19]3)=[C:9]([O:12][CH3:13])[CH:10]=2)[N:5]=[CH:4][N:3]=1.[NH2:25][C:26]1[C:31]2[CH:32]=[CH:33][O:34][C:30]=2[CH:29]=[CH:28][CH:27]=1.Cl. (7) Given the product [NH2:8][C:9]1[CH:10]=[C:11]([CH:23]=[CH:24][CH:25]=1)[CH2:12][C:13]1([C:16]([O:18][C:19]([CH3:22])([CH3:20])[CH3:21])=[O:17])[CH2:15][CH2:14]1, predict the reactants needed to synthesize it. The reactants are: C([NH:8][C:9]1[CH:10]=[C:11]([CH:23]=[CH:24][CH:25]=1)[CH2:12][C:13]1([C:16]([O:18][C:19]([CH3:22])([CH3:21])[CH3:20])=[O:17])[CH2:15][CH2:14]1)C1C=CC=CC=1.